From a dataset of Forward reaction prediction with 1.9M reactions from USPTO patents (1976-2016). Predict the product of the given reaction. (1) Given the reactants [CH3:1][S:2]([CH3:4])=O.FC(F)(F)C(OC(=O)C(F)(F)F)=O.[Cl:18][C:19]1[CH:20]=[C:21]([C:26]2([C:44]([F:47])([F:46])[F:45])[O:30][N:29]=[C:28]([C:31]3[C:40]4[C:35](=[CH:36][CH:37]=[CH:38][CH:39]=4)[C:34]([C:41]([NH2:43])=[O:42])=[CH:33][CH:32]=3)[CH2:27]2)[CH:22]=[C:23]([Cl:25])[CH:24]=1, predict the reaction product. The product is: [Cl:18][C:19]1[CH:20]=[C:21]([C:26]2([C:44]([F:46])([F:45])[F:47])[O:30][N:29]=[C:28]([C:31]3[C:40]4[C:35](=[CH:36][CH:37]=[CH:38][CH:39]=4)[C:34]([C:41]([N:43]=[S:2]([CH3:4])[CH3:1])=[O:42])=[CH:33][CH:32]=3)[CH2:27]2)[CH:22]=[C:23]([Cl:25])[CH:24]=1. (2) The product is: [F:13][C:12]1[C:7]([NH2:6])=[N:8][CH:9]=[C:10]([F:14])[C:11]=1[I:15]. Given the reactants C([Li])CCC.[NH2:6][C:7]1[C:12]([F:13])=[CH:11][C:10]([F:14])=[CH:9][N:8]=1.[I:15]I.S([O-])([O-])(=O)=S.[Na+].[Na+], predict the reaction product. (3) The product is: [Cl:18][C:19]1[CH:20]=[CH:21][C:22]([C:25]2[CH:26]=[CH:27][C:28]([C:31]#[C:32][C:2]3[CH:3]=[C:4]4[C:8](=[CH:9][CH:10]=3)[N:7]([CH2:11][CH2:12][N:13]3[CH2:17][CH2:16][CH2:15][CH2:14]3)[CH2:6][CH2:5]4)=[N:29][CH:30]=2)=[CH:23][CH:24]=1. Given the reactants I[C:2]1[CH:3]=[C:4]2[C:8](=[CH:9][CH:10]=1)[N:7]([CH2:11][CH2:12][N:13]1[CH2:17][CH2:16][CH2:15][CH2:14]1)[CH2:6][CH2:5]2.[Cl:18][C:19]1[CH:24]=[CH:23][C:22]([C:25]2[CH:26]=[CH:27][C:28]([C:31]#[CH:32])=[N:29][CH:30]=2)=[CH:21][CH:20]=1, predict the reaction product. (4) Given the reactants [Cl:1][C:2]1[CH:7]=[CH:6][CH:5]=[CH:4][C:3]=1[N:8]([CH3:29])[C:9]([C:11]1[S:28][C:14]2[C:15]3[CH:23]=[CH:22][C:21]([C:24](OC)=[O:25])=[CH:20][C:16]=3[O:17][CH2:18][CH2:19][C:13]=2[CH:12]=1)=[O:10].[CH3:30][NH:31][CH3:32], predict the reaction product. The product is: [Cl:1][C:2]1[CH:7]=[CH:6][CH:5]=[CH:4][C:3]=1[N:8]([CH3:29])[C:9]([C:11]1[S:28][C:14]2[C:15]3[CH:23]=[CH:22][C:21]([C:24]([N:31]([CH3:32])[CH3:30])=[O:25])=[CH:20][C:16]=3[O:17][CH2:18][CH2:19][C:13]=2[CH:12]=1)=[O:10]. (5) The product is: [C:26]([O:1][C:2]1[C:11]2[N:10]=[CH:9][CH:8]=[CH:7][C:6]=2[C:5](=[O:12])[NH:4][C:3]=1[C:13]([O:15][CH3:16])=[O:14])(=[O:33])[C:27]1[CH:32]=[CH:31][CH:30]=[CH:29][CH:28]=1. Given the reactants [OH:1][C:2]1[C:11]2[N:10]=[CH:9][CH:8]=[CH:7][C:6]=2[C:5](=[O:12])[NH:4][C:3]=1[C:13]([O:15][CH3:16])=[O:14].C(N(C(C)C)CC)(C)C.[C:26](O[C:26](=[O:33])[C:27]1[CH:32]=[CH:31][CH:30]=[CH:29][CH:28]=1)(=[O:33])[C:27]1[CH:32]=[CH:31][CH:30]=[CH:29][CH:28]=1, predict the reaction product. (6) Given the reactants C(OC(=O)[NH:7][CH:8]1[CH2:13][CH2:12][N:11]([S:14]([C:17]2[CH:22]=[CH:21][C:20]([NH:23][C:24](=[O:33])[CH2:25][CH2:26][C:27]3[CH:32]=[CH:31][CH:30]=[CH:29][CH:28]=3)=[C:19]([Cl:34])[CH:18]=2)(=[O:16])=[O:15])[CH2:10][CH2:9]1)(C)(C)C.Cl, predict the reaction product. The product is: [NH2:7][CH:8]1[CH2:9][CH2:10][N:11]([S:14]([C:17]2[CH:22]=[CH:21][C:20]([NH:23][C:24](=[O:33])[CH2:25][CH2:26][C:27]3[CH:28]=[CH:29][CH:30]=[CH:31][CH:32]=3)=[C:19]([Cl:34])[CH:18]=2)(=[O:15])=[O:16])[CH2:12][CH2:13]1. (7) Given the reactants [NH2:1][C:2]1[C:3]([F:17])=[C:4]([CH:13]=[CH:14][C:15]=1[Cl:16])[CH2:5][NH:6][C:7](=[O:12])[C:8]([CH3:11])([CH3:10])[CH3:9].[N:18]([O-])=O.[Na+], predict the reaction product. The product is: [ClH:16].[Cl:16][C:15]1[CH:14]=[CH:13][C:4]([CH2:5][NH:6][C:7](=[O:12])[C:8]([CH3:11])([CH3:10])[CH3:9])=[C:3]([F:17])[C:2]=1[NH:1][NH2:18]. (8) Given the reactants C(OC([N:8]1[CH2:13][CH2:12][CH:11]([S:14]([C:17]2[CH:22]=[CH:21][C:20]([NH:23][C:24]3[N:29]=[CH:28][C:27]([NH:30][C:31](=[O:50])[C:32]4[CH:37]=[C:36]([NH:38][C:39](=[O:48])[C:40]5[CH:45]=[CH:44][C:43]([C:46]#[N:47])=[CH:42][CH:41]=5)[CH:35]=[CH:34][C:33]=4[Cl:49])=[CH:26][N:25]=3)=[CH:19][CH:18]=2)(=[O:16])=[O:15])[CH2:10][CH2:9]1)=O)(C)(C)C.[C:51]([OH:57])([C:53]([F:56])([F:55])[F:54])=[O:52], predict the reaction product. The product is: [Cl:49][C:33]1[CH:34]=[CH:35][C:36]([NH:38][C:39](=[O:48])[C:40]2[CH:41]=[CH:42][C:43]([C:46]#[N:47])=[CH:44][CH:45]=2)=[CH:37][C:32]=1[C:31]([NH:30][C:27]1[CH:26]=[N:25][C:24]([NH:23][C:20]2[CH:19]=[CH:18][C:17]([S:14]([CH:11]3[CH2:10][CH2:9][NH:8][CH2:13][CH2:12]3)(=[O:15])=[O:16])=[CH:22][CH:21]=2)=[N:29][CH:28]=1)=[O:50].[C:51]([OH:57])([C:53]([F:56])([F:55])[F:54])=[O:52]. (9) The product is: [Cl:11][C:10]1[CH:9]=[CH:8][N:7]2[C:6]=1[C:4](=[O:5])[NH:22][C:20]([CH3:21])=[N:12]2. Given the reactants Cl.CO[C:4]([C:6]1[N:7]([NH2:12])[CH:8]=[CH:9][C:10]=1[Cl:11])=[O:5].FC(F)(F)C(O)=O.[CH2:20]([N:22](CC)CC)[CH3:21], predict the reaction product. (10) The product is: [F:1][C:2]1[C:3]([CH2:26][N:27]([CH3:35])[C:28](=[O:34])[O:29][C:30]([CH3:32])([CH3:33])[CH3:31])=[CH:4][N:5]([S:14]([C:37]2[CH:42]=[CH:41][CH:40]=[C:39]([CH2:43][S:47]([CH3:54])(=[O:51])=[O:49])[CH:38]=2)(=[O:16])=[O:15])[C:6]=1[C:7]1[C:8]([F:13])=[N:9][CH:10]=[CH:11][CH:12]=1. Given the reactants [F:1][C:2]1[C:3]([CH2:26][N:27]([CH3:35])[C:28](=[O:34])[O:29][C:30]([CH3:33])([CH3:32])[CH3:31])=[CH:4][N:5]([S:14](C2C=CC=C(CSC)C=2)(=[O:16])=[O:15])[C:6]=1[C:7]1[C:8]([F:13])=[N:9][CH:10]=[CH:11][CH:12]=1.Cl[C:37]1[CH:42]=[CH:41][CH:40]=[C:39]([C:43](OO)=O)[CH:38]=1.[S:47]([O-:51])([O-])(=[O:49])=S.[Na+].[Na+].[C:54](OCC)(=O)C, predict the reaction product.